Dataset: Full USPTO retrosynthesis dataset with 1.9M reactions from patents (1976-2016). Task: Predict the reactants needed to synthesize the given product. Given the product [Cl:32][C:30]1[N:29]=[CH:28][C:27]([C:33]([N:35]2[CH2:40][CH2:39][CH:38]([C:41]3[CH:42]=[CH:43][C:44]([F:47])=[CH:45][CH:46]=3)[CH2:37][CH2:36]2)=[O:34])=[C:26]([NH:6][C:5]2[CH:7]=[CH:8][C:2]([F:1])=[CH:3][C:4]=2[CH3:9])[CH:31]=1, predict the reactants needed to synthesize it. The reactants are: [F:1][C:2]1[CH:8]=[CH:7][C:5]([NH2:6])=[C:4]([CH3:9])[CH:3]=1.C[Si]([N-][Si](C)(C)C)(C)C.[Li+].C1COCC1.Cl[C:26]1[CH:31]=[C:30]([Cl:32])[N:29]=[CH:28][C:27]=1[C:33]([N:35]1[CH2:40][CH2:39][CH:38]([C:41]2[CH:46]=[CH:45][C:44]([F:47])=[CH:43][CH:42]=2)[CH2:37][CH2:36]1)=[O:34].[Cl-].[NH4+].